This data is from Catalyst prediction with 721,799 reactions and 888 catalyst types from USPTO. The task is: Predict which catalyst facilitates the given reaction. Reactant: [CH3:1][O:2][C:3](=[O:28])[C:4]1[CH:9]=[CH:8][CH:7]=[C:6]([O:10][C:11]2[CH:16]=[CH:15][C:14](C=O)=[C:13]([B:19]3[O:23][C:22](C)(C)C(C)(C)[O:20]3)[CH:12]=2)[CH:5]=1.[BH4-].[Na+]. The catalyst class is: 5. Product: [CH3:1][O:2][C:3](=[O:28])[C:4]1[CH:9]=[CH:8][CH:7]=[C:6]([O:10][C:11]2[CH:16]=[CH:15][C:14]3[CH2:22][O:23][B:19]([OH:20])[C:13]=3[CH:12]=2)[CH:5]=1.